Dataset: NCI-60 drug combinations with 297,098 pairs across 59 cell lines. Task: Regression. Given two drug SMILES strings and cell line genomic features, predict the synergy score measuring deviation from expected non-interaction effect. (1) Drug 1: CCC1=CC2CC(C3=C(CN(C2)C1)C4=CC=CC=C4N3)(C5=C(C=C6C(=C5)C78CCN9C7C(C=CC9)(C(C(C8N6C)(C(=O)OC)O)OC(=O)C)CC)OC)C(=O)OC.C(C(C(=O)O)O)(C(=O)O)O. Drug 2: CC1=C2C(C(=O)C3(C(CC4C(C3C(C(C2(C)C)(CC1OC(=O)C(C(C5=CC=CC=C5)NC(=O)OC(C)(C)C)O)O)OC(=O)C6=CC=CC=C6)(CO4)OC(=O)C)O)C)O. Cell line: T-47D. Synergy scores: CSS=31.9, Synergy_ZIP=-7.59, Synergy_Bliss=-3.32, Synergy_Loewe=-10.2, Synergy_HSA=-0.914. (2) Drug 1: CC1C(C(=O)NC(C(=O)N2CCCC2C(=O)N(CC(=O)N(C(C(=O)O1)C(C)C)C)C)C(C)C)NC(=O)C3=C4C(=C(C=C3)C)OC5=C(C(=O)C(=C(C5=N4)C(=O)NC6C(OC(=O)C(N(C(=O)CN(C(=O)C7CCCN7C(=O)C(NC6=O)C(C)C)C)C)C(C)C)C)N)C. Drug 2: C1=CC=C(C=C1)NC(=O)CCCCCCC(=O)NO. Cell line: IGROV1. Synergy scores: CSS=17.2, Synergy_ZIP=-3.09, Synergy_Bliss=2.32, Synergy_Loewe=0.482, Synergy_HSA=0.759. (3) Drug 1: CN1CCC(CC1)COC2=C(C=C3C(=C2)N=CN=C3NC4=C(C=C(C=C4)Br)F)OC. Synergy scores: CSS=23.1, Synergy_ZIP=2.68, Synergy_Bliss=5.68, Synergy_Loewe=5.45, Synergy_HSA=6.41. Cell line: UO-31. Drug 2: CC1C(C(CC(O1)OC2CC(OC(C2O)C)OC3=CC4=CC5=C(C(=O)C(C(C5)C(C(=O)C(C(C)O)O)OC)OC6CC(C(C(O6)C)O)OC7CC(C(C(O7)C)O)OC8CC(C(C(O8)C)O)(C)O)C(=C4C(=C3C)O)O)O)O. (4) Drug 1: CCCCC(=O)OCC(=O)C1(CC(C2=C(C1)C(=C3C(=C2O)C(=O)C4=C(C3=O)C=CC=C4OC)O)OC5CC(C(C(O5)C)O)NC(=O)C(F)(F)F)O. Drug 2: C(CC(=O)O)C(=O)CN.Cl. Cell line: TK-10. Synergy scores: CSS=27.9, Synergy_ZIP=-2.61, Synergy_Bliss=-3.75, Synergy_Loewe=-5.33, Synergy_HSA=-3.33. (5) Drug 1: CNC(=O)C1=NC=CC(=C1)OC2=CC=C(C=C2)NC(=O)NC3=CC(=C(C=C3)Cl)C(F)(F)F. Drug 2: CCCCC(=O)OCC(=O)C1(CC(C2=C(C1)C(=C3C(=C2O)C(=O)C4=C(C3=O)C=CC=C4OC)O)OC5CC(C(C(O5)C)O)NC(=O)C(F)(F)F)O. Cell line: MDA-MB-231. Synergy scores: CSS=34.5, Synergy_ZIP=-0.0483, Synergy_Bliss=0.610, Synergy_Loewe=-10.9, Synergy_HSA=1.07. (6) Drug 1: CC=C1C(=O)NC(C(=O)OC2CC(=O)NC(C(=O)NC(CSSCCC=C2)C(=O)N1)C(C)C)C(C)C. Drug 2: CCCCC(=O)OCC(=O)C1(CC(C2=C(C1)C(=C3C(=C2O)C(=O)C4=C(C3=O)C=CC=C4OC)O)OC5CC(C(C(O5)C)O)NC(=O)C(F)(F)F)O. Cell line: NCI-H322M. Synergy scores: CSS=15.5, Synergy_ZIP=3.36, Synergy_Bliss=3.97, Synergy_Loewe=5.51, Synergy_HSA=4.89. (7) Drug 1: CCCCC(=O)OCC(=O)C1(CC(C2=C(C1)C(=C3C(=C2O)C(=O)C4=C(C3=O)C=CC=C4OC)O)OC5CC(C(C(O5)C)O)NC(=O)C(F)(F)F)O. Drug 2: C1CCC(C(C1)N)N.C(=O)(C(=O)[O-])[O-].[Pt+4]. Cell line: HT29. Synergy scores: CSS=34.2, Synergy_ZIP=-9.75, Synergy_Bliss=-16.9, Synergy_Loewe=-23.5, Synergy_HSA=-16.2. (8) Drug 1: C1=CC(=CC=C1CCCC(=O)O)N(CCCl)CCCl. Drug 2: CC1=C(C(=O)C2=C(C1=O)N3CC4C(C3(C2COC(=O)N)OC)N4)N. Cell line: RPMI-8226. Synergy scores: CSS=60.2, Synergy_ZIP=3.41, Synergy_Bliss=3.56, Synergy_Loewe=4.94, Synergy_HSA=8.15. (9) Drug 1: C1=NNC2=C1C(=O)NC=N2. Drug 2: CCC1(C2=C(COC1=O)C(=O)N3CC4=CC5=C(C=CC(=C5CN(C)C)O)N=C4C3=C2)O.Cl. Cell line: 786-0. Synergy scores: CSS=7.56, Synergy_ZIP=0.463, Synergy_Bliss=-1.45, Synergy_Loewe=-4.96, Synergy_HSA=-4.79.